From a dataset of Forward reaction prediction with 1.9M reactions from USPTO patents (1976-2016). Predict the product of the given reaction. (1) Given the reactants C(O[BH-](OC(=O)C)OC(=O)C)(=O)C.[Na+].[CH2:15]([O:17][C:18]([C:20]1[N:21]=[C:22]([C:35]2[CH:40]=[CH:39][C:38]([Cl:41])=[CH:37][CH:36]=2)[N:23]([C:28]2[CH:33]=[CH:32][CH:31]=[CH:30][C:29]=2[Cl:34])[C:24]=1[CH2:25][CH:26]=O)=[O:19])[CH3:16].[CH:42]1([NH2:47])[CH2:46][CH2:45][CH2:44][CH2:43]1.C(O)(=O)C, predict the reaction product. The product is: [CH2:15]([O:17][C:18]([C:20]1[N:21]=[C:22]([C:35]2[CH:36]=[CH:37][C:38]([Cl:41])=[CH:39][CH:40]=2)[N:23]([C:28]2[CH:33]=[CH:32][CH:31]=[CH:30][C:29]=2[Cl:34])[C:24]=1[CH2:25][CH2:26][NH:47][CH:42]1[CH2:46][CH2:45][CH2:44][CH2:43]1)=[O:19])[CH3:16]. (2) Given the reactants [NH2:1][C:2]1[CH:23]=[CH:22][C:5]([O:6][C:7]2[CH:8]=[CH:9][C:10]3[N:11]([CH:13]=[C:14]([NH:16][C:17]([CH:19]4[CH2:21][CH2:20]4)=[O:18])[N:15]=3)[CH:12]=2)=[CH:4][C:3]=1[Cl:24].[F:25][C:26]1[CH:31]=[CH:30][C:29]([N:32]2[C:37]([CH3:38])=[CH:36][CH:35]=[C:34]([C:39](O)=[O:40])[C:33]2=[O:42])=[CH:28][CH:27]=1.C(N(CC)C(C)C)(C)C.CN(C(ON1N=NC2C=CC=NC1=2)=[N+](C)C)C.F[P-](F)(F)(F)(F)F, predict the reaction product. The product is: [Cl:24][C:3]1[CH:4]=[C:5]([O:6][C:7]2[CH:8]=[CH:9][C:10]3[N:11]([CH:13]=[C:14]([NH:16][C:17]([CH:19]4[CH2:21][CH2:20]4)=[O:18])[N:15]=3)[CH:12]=2)[CH:22]=[CH:23][C:2]=1[NH:1][C:39]([C:34]1[C:33](=[O:42])[N:32]([C:29]2[CH:28]=[CH:27][C:26]([F:25])=[CH:31][CH:30]=2)[C:37]([CH3:38])=[CH:36][CH:35]=1)=[O:40]. (3) The product is: [Si:20]([O:10][CH2:9][CH2:8][NH:7][C:1]1[CH:6]=[CH:5][CH:4]=[CH:3][CH:2]=1)([C:23]([CH3:26])([CH3:25])[CH3:24])([CH3:22])[CH3:21]. Given the reactants [C:1]1([NH:7][CH2:8][CH2:9][OH:10])[CH:6]=[CH:5][CH:4]=[CH:3][CH:2]=1.C(N(C(C)C)CC)(C)C.[Si:20](Cl)([C:23]([CH3:26])([CH3:25])[CH3:24])([CH3:22])[CH3:21].O, predict the reaction product. (4) Given the reactants [Br:1][C:2]1[CH:8]=[C:7]([N:9]2[CH2:13][CH2:12][C:11]([C:18]3[CH:23]=[C:22]([Cl:24])[CH:21]=[C:20]([Cl:25])[CH:19]=3)([C:14]([F:17])([F:16])[F:15])[CH2:10]2)[CH:6]=[CH:5][C:3]=1[NH2:4].C(OCC)(OCC)OCC.[N-:36]=[N+:37]=[N-:38].[Na+].[C:40](O)(=O)C, predict the reaction product. The product is: [Br:1][C:2]1[CH:8]=[C:7]([N:9]2[CH2:13][CH2:12][C:11]([C:18]3[CH:19]=[C:20]([Cl:25])[CH:21]=[C:22]([Cl:24])[CH:23]=3)([C:14]([F:15])([F:16])[F:17])[CH2:10]2)[CH:6]=[CH:5][C:3]=1[N:4]1[CH:40]=[N:38][N:37]=[N:36]1. (5) The product is: [NH2:1][C:2]1[CH:26]=[C:25]([F:27])[CH:24]=[CH:23][C:3]=1[NH:4][C:5]1[CH:22]=[CH:21][C:8]2[C:9](=[O:20])[C:10]3[CH:17]=[C:16]([OH:18])[CH:15]=[CH:14][C:11]=3[CH2:12][CH2:13][C:7]=2[CH:6]=1. Given the reactants [NH2:1][C:2]1[CH:26]=[C:25]([F:27])[CH:24]=[CH:23][C:3]=1[NH:4][C:5]1[CH:22]=[CH:21][C:8]2[C:9](=[O:20])[C:10]3[CH:17]=[C:16]([O:18]C)[CH:15]=[CH:14][C:11]=3[CH2:12][CH2:13][C:7]=2[CH:6]=1.Br, predict the reaction product. (6) Given the reactants [CH3:1][C:2]1([CH3:8])[CH2:7][NH:6][CH2:5][CH2:4][NH:3]1.F[C:10]1[CH:15]=[CH:14][C:13]([N+:16]([O-:18])=[O:17])=[CH:12][CH:11]=1.[C:19](=[O:22])([O-])[O-:20].[Cs+].[Cs+].O, predict the reaction product. The product is: [CH3:1][C:2]1([CH3:8])[CH2:7][N:6]([C:10]2[CH:15]=[CH:14][C:13]([N+:16]([O-:18])=[O:17])=[CH:12][CH:11]=2)[CH2:5][CH2:4][N:3]1[C:19]([O:20][C:2]([CH3:8])([CH3:7])[CH3:1])=[O:22].